This data is from Catalyst prediction with 721,799 reactions and 888 catalyst types from USPTO. The task is: Predict which catalyst facilitates the given reaction. (1) Reactant: [O:1]([C@@H:8]([CH3:12])[C:9]([OH:11])=[O:10])[C:2]1[CH:7]=[CH:6][CH:5]=[CH:4][CH:3]=1.[CH:13]([N:16]([CH:36]([CH3:38])[CH3:37])[CH2:17][CH2:18][CH:19]([C:26]1[CH:31]=[C:30]([CH2:32][CH2:33][OH:34])[CH:29]=[CH:28][C:27]=1[OH:35])[C:20]1[CH:25]=[CH:24][CH:23]=[CH:22][CH:21]=1)([CH3:15])[CH3:14]. Product: [O:1]([C@@H:8]([CH3:12])[C:9]([OH:11])=[O:10])[C:2]1[CH:7]=[CH:6][CH:5]=[CH:4][CH:3]=1.[CH:36]([N:16]([CH:13]([CH3:15])[CH3:14])[CH2:17][CH2:18][C@@H:19]([C:26]1[CH:31]=[C:30]([CH2:32][CH2:33][OH:34])[CH:29]=[CH:28][C:27]=1[OH:35])[C:20]1[CH:25]=[CH:24][CH:23]=[CH:22][CH:21]=1)([CH3:38])[CH3:37]. The catalyst class is: 13. (2) Reactant: [O:1]([CH2:8][CH:9]=O)[C:2]1[CH:7]=[CH:6][CH:5]=[CH:4][CH:3]=1.C=O.Cl.C(N[CH2:17][CH3:18])C.[CH2:19]([O:21]P([CH2:27][C:28]([OH:30])=[O:29])(OCC)=O)C.C([Li])CCC. Product: [C:2]1([O:1][CH:8]=[CH:9][CH:19]=[O:21])[CH:3]=[CH:4][CH:5]=[CH:6][CH:7]=1.[O:1]([CH:8]=[CH:17][CH:18]=[CH:27][C:28]([OH:30])=[O:29])[C:2]1[CH:7]=[CH:6][CH:5]=[CH:4][CH:3]=1. The catalyst class is: 365. (3) Reactant: [NH:1]1[C:9]2[C:4](=[CH:5][CH:6]=[C:7]([C:10]([NH2:12])=[O:11])[CH:8]=2)[CH:3]=[N:2]1.[I:13]I.[OH-].[K+]. Product: [I:13][C:3]1[C:4]2[C:9](=[CH:8][C:7]([C:10]([NH2:12])=[O:11])=[CH:6][CH:5]=2)[NH:1][N:2]=1. The catalyst class is: 3. (4) Reactant: [S:1]1[CH:5]=[CH:4][C:3]([CH2:6][C:7]([O:9][CH3:10])=[O:8])=[CH:2]1.[Li+].C[Si]([N-][Si](C)(C)C)(C)C.Br[CH2:22][N:23]1[C:27](=[O:28])[C:26]2=[CH:29][CH:30]=[CH:31][CH:32]=[C:25]2[C:24]1=[O:33].C([O-])(O)=O.[Na+]. Product: [O:33]=[C:24]1[C:25]2[C:26](=[CH:29][CH:30]=[CH:31][CH:32]=2)[C:27](=[O:28])[N:23]1[CH2:22][CH:6]([C:3]1[CH:4]=[CH:5][S:1][CH:2]=1)[C:7]([O:9][CH3:10])=[O:8]. The catalyst class is: 1. (5) Reactant: [N+:1]([C:4]1[CH:5]=[N:6][C:7]2[C:12]([C:13]=1[NH:14][C@@H:15]([CH3:25])[CH2:16][NH:17][C:18](=O)OC(C)(C)C)=[CH:11][CH:10]=[CH:9][CH:8]=2)([O-])=O.CO.C(Cl)Cl. Product: [CH3:25][C@@H:15]1[N:14]2[C:13]3[C:12]4[C:7](=[CH:8][CH:9]=[CH:10][CH:11]=4)[N:6]=[CH:5][C:4]=3[N:1]=[C:18]2[NH:17][CH2:16]1. The catalyst class is: 10. (6) Reactant: Br[C:2]1[N:6]([C:7]2[CH:12]=[CH:11][C:10]([C:13]#[N:14])=[CH:9][C:8]=2[CH3:15])[C:5]([CH2:16][CH2:17][C:18]([O:20][CH2:21][CH3:22])=[O:19])=[CH:4][CH:3]=1.C1[C:29]2[CH:28]=[CH:27][C:26]([O:30]B(OO)OO)=[CH:25][C:24]1=2.[C:36](=O)(O)[O-:37].[Na+]. Product: [O:30]1[C:26]2[CH:27]=[CH:28][C:29]([C:2]3[N:6]([C:7]4[CH:12]=[CH:11][C:10]([C:13]#[N:14])=[CH:9][C:8]=4[CH3:15])[C:5]([CH2:16][CH2:17][C:18]([O:20][CH2:21][CH3:22])=[O:19])=[CH:4][CH:3]=3)=[CH:24][C:25]=2[O:37][CH2:36]1. The catalyst class is: 73. (7) Reactant: [C:1]([C:3]1[CH:8]=[CH:7][C:6]([N:9]2[C:13]([C:14]3[C:15]([CH3:40])=[C:16]([C:30]4[CH:35]=[CH:34][CH:33]=[C:32]([C:36]([F:39])([F:38])[F:37])[CH:31]=4)[C:17]4[N:18]([N:20]=[C:21]([NH:23][C:24](=[O:29])[CH2:25][N:26]([CH3:28])[CH3:27])[N:22]=4)[CH:19]=3)=[CH:12][CH:11]=[N:10]2)=[CH:5][CH:4]=1)#[N:2].[CH3:41][Br:42]. Product: [Br-:42].[C:1]([C:3]1[CH:4]=[CH:5][C:6]([N:9]2[C:13]([C:14]3[C:15]([CH3:40])=[C:16]([C:30]4[CH:35]=[CH:34][CH:33]=[C:32]([C:36]([F:38])([F:37])[F:39])[CH:31]=4)[C:17]4[N:18]([N:20]=[C:21]([NH:23][C:24]([CH2:25][N+:26]([CH3:41])([CH3:28])[CH3:27])=[O:29])[N:22]=4)[CH:19]=3)=[CH:12][CH:11]=[N:10]2)=[CH:7][CH:8]=1)#[N:2]. The catalyst class is: 23.